Dataset: Forward reaction prediction with 1.9M reactions from USPTO patents (1976-2016). Task: Predict the product of the given reaction. (1) Given the reactants C[O:2][C:3]1[CH:4]=[C:5]2[C:10](=[CH:11][CH:12]=1)[N:9]([C:13](=[O:15])[CH3:14])[C@@H:8]([CH3:16])[C@H:7]([CH3:17])[C@H:6]2[NH:18][C:19]1[CH:24]=[CH:23][CH:22]=[CH:21][CH:20]=1.B(Br)(Br)Br.ClCCl.CO, predict the reaction product. The product is: [OH:2][C:3]1[CH:4]=[C:5]2[C:10](=[CH:11][CH:12]=1)[N:9]([C:13](=[O:15])[CH3:14])[C@@H:8]([CH3:16])[C@H:7]([CH3:17])[C@H:6]2[NH:18][C:19]1[CH:20]=[CH:21][CH:22]=[CH:23][CH:24]=1. (2) Given the reactants [NH2:1][C:2]1[CH:3]=[N:4][CH:5]=[C:6]([F:24])[C:7]=1[CH2:8][CH2:9][C@H:10]1[CH2:14][O:13][C:12]([CH3:16])([CH3:15])[N:11]1[C:17]([O:19][C:20]([CH3:23])([CH3:22])[CH3:21])=[O:18].[N:25]([C@@H:28]([C@H:32]([C:40]1[CH:45]=[C:44]([F:46])[CH:43]=[C:42]([F:47])[CH:41]=1)[C:33]1[CH:38]=[CH:37][C:36]([F:39])=[CH:35][CH:34]=1)[C:29](O)=[O:30])=[N+:26]=[N-:27].O=P(Cl)(Cl)Cl, predict the reaction product. The product is: [N:25]([C@@H:28]([C@H:32]([C:40]1[CH:41]=[C:42]([F:47])[CH:43]=[C:44]([F:46])[CH:45]=1)[C:33]1[CH:38]=[CH:37][C:36]([F:39])=[CH:35][CH:34]=1)[C:29]([NH:1][C:2]1[CH:3]=[N:4][CH:5]=[C:6]([F:24])[C:7]=1[CH2:8][CH2:9][C@H:10]1[CH2:14][O:13][C:12]([CH3:16])([CH3:15])[N:11]1[C:17]([O:19][C:20]([CH3:23])([CH3:22])[CH3:21])=[O:18])=[O:30])=[N+:26]=[N-:27]. (3) Given the reactants [CH3:1][C@:2]([NH:24]C(=O)OC(C)(C)C)([C:5]([NH:7][C:8]1[CH:9]=[N:10][C:11]([O:14][C:15]2[CH:20]=[CH:19][C:18]([CH3:21])=[C:17]([O:22][CH3:23])[CH:16]=2)=[CH:12][CH:13]=1)=[O:6])[CH2:3][CH3:4].C(O)(C(F)(F)F)=O, predict the reaction product. The product is: [CH3:21][C:18]1[CH:19]=[CH:20][C:15]([O:14][C:11]2[N:10]=[CH:9][C:8]([NH:7][C:5](=[O:6])[C@:2]([CH3:1])([CH2:3][CH3:4])[NH2:24])=[CH:13][CH:12]=2)=[CH:16][C:17]=1[O:22][CH3:23]. (4) Given the reactants [C:1]([N:4]1[CH2:8][C@H:7]([OH:9])[CH2:6][C@H:5]1[C:10]([OH:12])=O)(=[O:3])[CH3:2].CCN(CC)CC.F[P-](F)(F)(F)(F)F.N1(O[P+](N(C)C)(N(C)C)N(C)C)C2C=CC=CC=2N=N1.[F:47][C:48]([F:78])([F:77])[C:49]1[CH:50]=[C:51]([C:59]([CH3:76])([CH3:75])[C:60]([N:62]([CH3:74])[C@H:63]2[C@H:67]([C:68]3[CH:73]=[CH:72][CH:71]=[CH:70][CH:69]=3)[CH2:66][NH:65][CH2:64]2)=[O:61])[CH:52]=[C:53]([C:55]([F:58])([F:57])[F:56])[CH:54]=1, predict the reaction product. The product is: [C:1]([N:4]1[CH2:8][C@H:7]([OH:9])[CH2:6][C@H:5]1[C:10]([N:65]1[CH2:66][C@@H:67]([C:68]2[CH:73]=[CH:72][CH:71]=[CH:70][CH:69]=2)[C@H:63]([N:62]([CH3:74])[C:60](=[O:61])[C:59]([C:51]2[CH:50]=[C:49]([C:48]([F:78])([F:47])[F:77])[CH:54]=[C:53]([C:55]([F:56])([F:57])[F:58])[CH:52]=2)([CH3:76])[CH3:75])[CH2:64]1)=[O:12])(=[O:3])[CH3:2].